This data is from Reaction yield outcomes from USPTO patents with 853,638 reactions. The task is: Predict the reaction yield, written as a fraction of the theoretical maximum amount of product (1.0 means a 100% yield; for example, 0.34 means a 34% yield). (1) The reactants are [NH2:1][C:2]1[CH:7]=[C:6]([Cl:8])[C:5]([O:9][CH3:10])=[CH:4][C:3]=1[C:11](=[O:13])[CH3:12].[CH:14]([C:17]1[N:18]=[C:19]([C:22](Cl)=[O:23])[S:20][CH:21]=1)([CH3:16])[CH3:15].C(C1C=CC(OC)=CC=1NC(C1SC=C(C(C)C)N=1)=O)(=O)C. No catalyst specified. The product is [C:11]([C:3]1[C:2]([NH:1][C:22]([C:19]2[S:20][CH:21]=[C:17]([CH:14]([CH3:16])[CH3:15])[N:18]=2)=[O:23])=[CH:7][C:6]([Cl:8])=[C:5]([O:9][CH3:10])[CH:4]=1)(=[O:13])[CH3:12]. The yield is 0.690. (2) The reactants are [CH3:1][O:2][C:3]([C:5]1[S:9][C:8]([CH3:10])=[N:7][C:6]=1[C:11]1[CH:16]=[CH:15][C:14]([O:17][CH3:18])=[CH:13][CH:12]=1)=[O:4].C1C(=O)N([Br:26])C(=O)C1.CC(N=NC(C#N)(C)C)(C#N)C. The catalyst is C(Cl)(Cl)(Cl)Cl. The product is [CH3:1][O:2][C:3]([C:5]1[S:9][C:8]([CH2:10][Br:26])=[N:7][C:6]=1[C:11]1[CH:12]=[CH:13][C:14]([O:17][CH3:18])=[CH:15][CH:16]=1)=[O:4]. The yield is 0.240. (3) The yield is 0.140. The reactants are [NH2:1][CH2:2][C:3]1[CH:8]=[CH:7][C:6]([C:9]2[C:14]([CH3:15])=[CH:13][CH:12]=[C:11]([NH:16][C:17]([C:19]3([C:22]4[CH:30]=[CH:29][C:25]5[O:26][CH2:27][O:28][C:24]=5[CH:23]=4)[CH2:21][CH2:20]3)=[O:18])[CH:10]=2)=[CH:5][CH:4]=1.[CH:31](=O)[CH2:32][CH3:33].[BH4-].[Na+]. The catalyst is ClCCl.COCCOC.O. The product is [O:26]1[C:25]2[CH:29]=[CH:30][C:22]([C:19]3([C:17]([NH:16][C:11]4[CH:10]=[C:9]([C:6]5[CH:5]=[CH:4][C:3]([CH2:2][NH:1][CH2:31][CH2:32][CH3:33])=[CH:8][CH:7]=5)[C:14]([CH3:15])=[CH:13][CH:12]=4)=[O:18])[CH2:20][CH2:21]3)=[CH:23][C:24]=2[O:28][CH2:27]1. (4) The reactants are Br[C:2]1[C:10]2[O:9][CH2:8][CH:7]([C:11]3[CH:16]=[CH:15][C:14]([CH:17]([CH3:19])[CH3:18])=[CH:13][CH:12]=3)[C:6]=2[C:5]([CH3:20])=[C:4]([NH:21][C:22](=[O:28])[CH2:23][C:24]([CH3:27])([CH3:26])[CH3:25])[C:3]=1[CH3:29].[CH3:30][C:31]1[CH:36]=[CH:35][C:34](B(O)O)=[CH:33][CH:32]=1. No catalyst specified. The product is [CH3:30][C:31]1[CH:36]=[CH:35][C:34]([C:2]2[C:10]3[O:9][CH2:8][CH:7]([C:11]4[CH:16]=[CH:15][C:14]([CH:17]([CH3:18])[CH3:19])=[CH:13][CH:12]=4)[C:6]=3[C:5]([CH3:20])=[C:4]([NH:21][C:22](=[O:28])[CH2:23][C:24]([CH3:26])([CH3:25])[CH3:27])[C:3]=2[CH3:29])=[CH:33][CH:32]=1. The yield is 0.680. (5) The catalyst is CO. The reactants are [CH3:1][C:2]1[CH:3]=[C:4]([C:9]2[C:14]([CH:15]([CH2:20][CH2:21][CH3:22])[C:16]([O:18]C)=[O:17])=[C:13]([CH3:23])[N:12]=[C:11]([C:24]3[CH:29]=[CH:28][CH:27]=[CH:26][CH:25]=3)[N:10]=2)[CH:5]=[CH:6][C:7]=1[CH3:8].[OH-].[Na+]. The yield is 0.810. The product is [CH3:1][C:2]1[CH:3]=[C:4]([C:9]2[C:14]([CH:15]([CH2:20][CH2:21][CH3:22])[C:16]([OH:18])=[O:17])=[C:13]([CH3:23])[N:12]=[C:11]([C:24]3[CH:25]=[CH:26][CH:27]=[CH:28][CH:29]=3)[N:10]=2)[CH:5]=[CH:6][C:7]=1[CH3:8].